Dataset: Retrosynthesis with 50K atom-mapped reactions and 10 reaction types from USPTO. Task: Predict the reactants needed to synthesize the given product. Given the product Cn1ncc(Br)c1NC(=O)c1cccc(I)c1, predict the reactants needed to synthesize it. The reactants are: Cn1ncc(Br)c1N.O=C(Cl)c1cccc(I)c1.